Dataset: Catalyst prediction with 721,799 reactions and 888 catalyst types from USPTO. Task: Predict which catalyst facilitates the given reaction. (1) Reactant: [F:1][C:2]1[CH:3]=[C:4]([C:11](=[O:13])[CH3:12])[CH:5]=[C:6]([F:10])[C:7]=1[S:8][CH3:9].C[O-].[Na+].[F:17][C:18]([F:25])([F:24])[C:19](OCC)=[O:20].Cl. Product: [F:10][C:6]1[CH:5]=[C:4]([C:11](=[O:13])[CH2:12][C:19](=[O:20])[C:18]([F:25])([F:24])[F:17])[CH:3]=[C:2]([F:1])[C:7]=1[S:8][CH3:9]. The catalyst class is: 757. (2) Reactant: [F:1][C:2]1[CH:3]=[C:4]([NH:24][C:25]([C:27]2[C:28](=[O:42])[N:29]([C:35]3[CH:40]=[CH:39][C:38]([F:41])=[CH:37][CH:36]=3)[C:30]([CH3:34])=[CH:31][C:32]=2[CH3:33])=[O:26])[CH:5]=[CH:6][C:7]=1[O:8][C:9]1[CH:10]=[C:11]2[C:15](=[CH:16][C:17]=1[C:18]1[CH:19]=[N:20][NH:21][CH:22]=1)[N:14]([CH3:23])[N:13]=[CH:12]2.[CH3:43][S:44]([OH:47])(=[O:46])=[O:45]. Product: [CH3:43][S:44]([OH:47])(=[O:46])=[O:45].[F:1][C:2]1[CH:3]=[C:4]([NH:24][C:25]([C:27]2[C:28](=[O:42])[N:29]([C:35]3[CH:36]=[CH:37][C:38]([F:41])=[CH:39][CH:40]=3)[C:30]([CH3:34])=[CH:31][C:32]=2[CH3:33])=[O:26])[CH:5]=[CH:6][C:7]=1[O:8][C:9]1[CH:10]=[C:11]2[C:15](=[CH:16][C:17]=1[C:18]1[CH:19]=[N:20][NH:21][CH:22]=1)[N:14]([CH3:23])[N:13]=[CH:12]2. The catalyst class is: 21. (3) Reactant: [OH:1][CH:2]([CH:29]([CH3:31])[CH3:30])[C:3]([N:5]1[CH2:10][CH2:9][N:8]([C:11]2[C:20]3[C:15](=[CH:16][C:17]([CH3:21])=[CH:18][CH:19]=3)[N:14]=[C:13]([C:22]3[CH:27]=[CH:26][CH:25]=[CH:24][C:23]=3[OH:28])[N:12]=2)[CH2:7][CH2:6]1)=[O:4].CCOCC.[ClH:37]. Product: [ClH:37].[OH:1][CH:2]([CH:29]([CH3:31])[CH3:30])[C:3]([N:5]1[CH2:10][CH2:9][N:8]([C:11]2[C:20]3[C:15](=[CH:16][C:17]([CH3:21])=[CH:18][CH:19]=3)[N:14]=[C:13]([C:22]3[CH:27]=[CH:26][CH:25]=[CH:24][C:23]=3[OH:28])[N:12]=2)[CH2:7][CH2:6]1)=[O:4]. The catalyst class is: 2.